Dataset: Human liver microsome stability data. Task: Regression/Classification. Given a drug SMILES string, predict its absorption, distribution, metabolism, or excretion properties. Task type varies by dataset: regression for continuous measurements (e.g., permeability, clearance, half-life) or binary classification for categorical outcomes (e.g., BBB penetration, CYP inhibition). Dataset: hlm. (1) The drug is CN[C@H]1CCc2ccccc2[C@H]1c1ccc(Cl)c(Cl)c1. The result is 0 (unstable in human liver microsomes). (2) The molecule is COC/C(=N/O)c1ccc(OC)cc1. The result is 0 (unstable in human liver microsomes). (3) The molecule is CC(C)CCn1c(=O)c(C2=CS(=O)(=O)c3cc(NS(C)(=O)=O)ccc3N2)c(O)c2cccn21. The result is 0 (unstable in human liver microsomes). (4) The result is 1 (stable in human liver microsomes). The molecule is Cc1c(Nc2c(C#N)cncc2-c2ccc(OCCN3CCN(C)CC3)cc2)ccc2[nH]ccc12. (5) The drug is C=C[C@@H]1C[C@]1(NC(=O)[C@@H]1C[C@@H](c2csc(-c3cc(OC)ccc3OC)n2)CN1C(=O)[C@@H](NC(=O)OC1CCCC1)C(C)(C)C)C(=O)NS(=O)(=O)C1CC1. The result is 0 (unstable in human liver microsomes). (6) The drug is CCCN(CCCNc1ccnc2cc(Cl)ccc12)Cc1cccc(OC)c1O. The result is 0 (unstable in human liver microsomes). (7) The compound is COC(=O)Nc1ccc2c(c1)N[C@@H](C(=O)OC)CCCC[C@H](NC(=O)C=Cc1cc(Cl)ccc1-n1cnnn1)c1nc-2c[nH]1. The result is 1 (stable in human liver microsomes).